Task: Binary Classification. Given a drug SMILES string, predict its activity (active/inactive) in a high-throughput screening assay against a specified biological target.. Dataset: M1 muscarinic receptor antagonist screen with 61,756 compounds (1) The compound is P(/N1CCOCC1)(N1CCOCC1)(=N\c1ccccc1)c1oc(cc1)C. The result is 0 (inactive). (2) The drug is n12[nH]nnc2=NC2=C(C31CCCCC3)CCCC2. The result is 0 (inactive). (3) The molecule is o1c(N2CCC(CC2)C(=O)NCCN2CCOCC2)nc2c1cccc2. The result is 1 (active). (4) The molecule is S(=O)(=O)(c1c2nc3c(nc2n(\N=C\c2occc2)c1N)cccc3)c1c(ccc(c1)C)C. The result is 0 (inactive). (5) The compound is O(c1ccc(N2C3(N=C(N=C2N)N)CCCC3)cc1)C. The result is 0 (inactive). (6) The drug is O(C1=C2C(c3c(N=C2c2c1cccc2)n(c(=O)n(c3=O)C)C)c1ccccc1)C(=O)CC. The result is 0 (inactive).